Predict the product of the given reaction. From a dataset of Forward reaction prediction with 1.9M reactions from USPTO patents (1976-2016). (1) Given the reactants [F:1][C:2]1[CH:7]=[CH:6][CH:5]=[C:4]([O:8][CH3:9])[CH:3]=1.C([Li])CCC.[C:15]([O:19][C:20]([N:22]1[CH2:27][CH2:26][C:25](=[O:28])[CH2:24][CH2:23]1)=[O:21])([CH3:18])([CH3:17])[CH3:16].[Cl-].[NH4+], predict the reaction product. The product is: [C:15]([O:19][C:20]([N:22]1[CH2:27][CH2:26][C:25]([C:3]2[C:4]([O:8][CH3:9])=[CH:5][CH:6]=[CH:7][C:2]=2[F:1])([OH:28])[CH2:24][CH2:23]1)=[O:21])([CH3:18])([CH3:16])[CH3:17]. (2) The product is: [CH3:9][O:8][C:7]1[CH:6]=[CH:5][C:4]([C:10]2[O:11][CH:12]=[C:13]([CH2:15][NH:16][C:17](=[O:25])[C:18]3[C:23]([CH3:24])=[CH:22][CH:21]=[CH:20][N:19]=3)[N:14]=2)=[CH:3][C:2]=1[O:1][CH2:34][C:33]([F:37])([F:36])[F:32]. Given the reactants [OH:1][C:2]1[CH:3]=[C:4]([C:10]2[O:11][CH:12]=[C:13]([CH2:15][NH:16][C:17](=[O:25])[C:18]3[C:23]([CH3:24])=[CH:22][CH:21]=[CH:20][N:19]=3)[N:14]=2)[CH:5]=[CH:6][C:7]=1[O:8][CH3:9].C(=O)([O-])[O-].[K+].[K+].[F:32][C:33]([F:37])([F:36])[CH2:34]I.O, predict the reaction product. (3) The product is: [CH2:1]([O:8][C:9]1[CH:17]=[C:16]2[C:12]([C:13]([C:22]3[CH2:23][CH2:24][NH:19][CH2:20][CH:21]=3)=[CH:14][NH:15]2)=[CH:11][CH:10]=1)[C:2]1[CH:3]=[CH:4][CH:5]=[CH:6][CH:7]=1. Given the reactants [CH2:1]([O:8][C:9]1[CH:17]=[C:16]2[C:12]([CH:13]=[CH:14][NH:15]2)=[CH:11][CH:10]=1)[C:2]1[CH:7]=[CH:6][CH:5]=[CH:4][CH:3]=1.Cl.[NH:19]1[CH2:24][CH2:23][C:22](O)(O)[CH2:21][CH2:20]1.[OH-].[K+].CO, predict the reaction product. (4) Given the reactants [Cl:1][C:2]1[S:6][C:5]([NH:7][C:8](=[O:23])[N:9]([C@H:16]2[CH2:21][CH2:20][C@H:19](C)[CH2:18][CH2:17]2)[CH:10]2[CH2:15][CH2:14][NH:13][CH2:12][CH2:11]2)=[N:4][CH:3]=1.[C:24](O)(=[O:33])[CH2:25][CH2:26][CH2:27][CH2:28][CH2:29][C:30]([OH:32])=[O:31], predict the reaction product. The product is: [Cl:1][C:2]1[S:6][C:5]([NH:7][C:8](=[O:23])[N:9]([CH:10]2[CH2:11][CH2:12][N:13]([C:24](=[O:33])[CH2:25][CH2:26][CH2:27][CH2:28][CH2:29][C:30]([OH:32])=[O:31])[CH2:14][CH2:15]2)[CH:16]2[CH2:21][CH2:20][CH2:19][CH2:18][CH2:17]2)=[N:4][CH:3]=1. (5) Given the reactants C[O:2][C:3](=[O:23])[CH:4]([NH:15]C(OC(C)(C)C)=O)[CH2:5][C:6]1[CH:11]=[C:10]([Br:12])[C:9]([OH:13])=[C:8]([Br:14])[CH:7]=1.[CH3:24][C:25]1[CH:26]=[C:27]([CH:30]=[C:31]([CH3:33])[CH:32]=1)[CH2:28]Br, predict the reaction product. The product is: [NH2:15][CH:4]([CH2:5][C:6]1[CH:7]=[C:8]([Br:14])[C:9]([O:13][CH2:24][C:25]2[CH:26]=[C:27]([CH3:28])[CH:30]=[C:31]([CH3:33])[CH:32]=2)=[C:10]([Br:12])[CH:11]=1)[C:3]([OH:2])=[O:23]. (6) Given the reactants [Cl:1][C:2]1[CH:7]=[C:6]([N:8]2[CH2:13][C@@H:12]([CH3:14])[NH:11][C@@H:10]([CH3:15])[CH2:9]2)[N:5]=[CH:4][N:3]=1.CCN(C(C)C)C(C)C.[C:25](Cl)(=[O:27])[CH3:26].C([O-])(O)=O.[Na+], predict the reaction product. The product is: [Cl:1][C:2]1[N:3]=[CH:4][N:5]=[C:6]([N:8]2[CH2:13][C@@H:12]([CH3:14])[N:11]([C:25](=[O:27])[CH3:26])[C@@H:10]([CH3:15])[CH2:9]2)[CH:7]=1. (7) Given the reactants [CH2:1]([N:8]1[C:12]2[CH:13]=[CH:14][C:15]([NH:17][C:18]3[CH:27]=[CH:26][C:25]([Cl:28])=[CH:24][C:19]=3[C:20]([O:22]C)=[O:21])=[CH:16][C:11]=2[NH:10][C:9]1=[O:29])[C:2]1[CH:7]=[CH:6][CH:5]=[CH:4][CH:3]=1.[OH-].[Na+].O.Cl, predict the reaction product. The product is: [CH2:1]([N:8]1[C:12]2[CH:13]=[CH:14][C:15]([NH:17][C:18]3[CH:27]=[CH:26][C:25]([Cl:28])=[CH:24][C:19]=3[C:20]([OH:22])=[O:21])=[CH:16][C:11]=2[NH:10][C:9]1=[O:29])[C:2]1[CH:7]=[CH:6][CH:5]=[CH:4][CH:3]=1. (8) Given the reactants F[C:2]1[CH:7]=[C:6]([C:8]2[N:9]([CH3:22])[C:10]([S:20][CH3:21])=[N:11][C:12]=2[C:13]2[CH:18]=[CH:17][C:16]([F:19])=[CH:15][CH:14]=2)[CH:5]=[CH:4][N:3]=1.[NH2:23][C@H:24]1[CH2:29][CH2:28][C@H:27]([OH:30])[CH2:26][CH2:25]1, predict the reaction product. The product is: [F:19][C:16]1[CH:17]=[CH:18][C:13]([C:12]2[N:11]=[C:10]([S:20][CH3:21])[N:9]([CH3:22])[C:8]=2[C:6]2[CH:5]=[CH:4][N:3]=[C:2]([NH:23][CH:24]3[CH2:29][CH2:28][CH:27]([OH:30])[CH2:26][CH2:25]3)[CH:7]=2)=[CH:14][CH:15]=1. (9) Given the reactants [CH3:1][N:2]1[C:6]([CH3:7])=[C:5]([C:8]([NH:10][C:11]2[CH:33]=[CH:32][C:14]([O:15][C:16]3[CH:21]=[CH:20][N:19]=[C:18]([NH:22][C:23](=[O:31])OC4C=CC=CC=4)[CH:17]=3)=[C:13]([F:34])[CH:12]=2)=[O:9])[C:4](=[O:35])[N:3]1[C:36]1[CH:41]=[CH:40][CH:39]=[CH:38][CH:37]=1.[NH2:42][CH2:43][CH2:44][OH:45], predict the reaction product. The product is: [F:34][C:13]1[CH:12]=[C:11]([NH:10][C:8]([C:5]2[C:4](=[O:35])[N:3]([C:36]3[CH:41]=[CH:40][CH:39]=[CH:38][CH:37]=3)[N:2]([CH3:1])[C:6]=2[CH3:7])=[O:9])[CH:33]=[CH:32][C:14]=1[O:15][C:16]1[CH:21]=[CH:20][N:19]=[C:18]([NH:22][C:23]([NH:42][CH2:43][CH2:44][OH:45])=[O:31])[CH:17]=1. (10) The product is: [NH2:37][C:30]1[C:31]([C:33]([F:36])([F:35])[F:34])=[CH:32][C:27]([CH2:26][C@@H:25]([O:24][C:22]([N:19]2[CH2:20][CH2:21][CH:16]([N:15]3[CH2:14][CH2:13][C:12]4[CH:42]=[CH:43][CH:44]=[CH:45][C:11]=4[NH:10][C:9]3=[O:8])[CH2:17][CH2:18]2)=[O:23])[C:39]([N:56]2[CH2:57][CH2:58][CH:53]([N:50]3[CH2:51][CH2:52][N:47]([CH3:46])[CH2:48][C@H:49]3[C:59]([O:61][CH2:62][CH3:63])=[O:60])[CH2:54][CH2:55]2)=[O:41])=[CH:28][C:29]=1[Cl:38]. Given the reactants C(N(CC)CC)C.[O:8]=[C:9]1[N:15]([CH:16]2[CH2:21][CH2:20][N:19]([C:22]([O:24][C@@H:25]([C:39]([OH:41])=O)[CH2:26][C:27]3[CH:32]=[C:31]([C:33]([F:36])([F:35])[F:34])[C:30]([NH2:37])=[C:29]([Cl:38])[CH:28]=3)=[O:23])[CH2:18][CH2:17]2)[CH2:14][CH2:13][C:12]2[CH:42]=[CH:43][CH:44]=[CH:45][C:11]=2[NH:10]1.[CH3:46][N:47]1[CH2:52][CH2:51][N:50]([CH:53]2[CH2:58][CH2:57][NH:56][CH2:55][CH2:54]2)[C@H:49]([C:59]([O:61][CH2:62][CH3:63])=[O:60])[CH2:48]1.CN(C(ON1N=NC2C=CC=CC1=2)=[N+](C)C)C.[B-](F)(F)(F)F, predict the reaction product.